Dataset: Forward reaction prediction with 1.9M reactions from USPTO patents (1976-2016). Task: Predict the product of the given reaction. (1) Given the reactants [NH:1]1[C:5]2=[N:6][CH:7]=[C:8]([NH:10][C:11]3[C:12]4[C:19]5[CH2:20][CH2:21][C@H:22]([C:24](O)=[O:25])[CH2:23][C:18]=5[S:17][C:13]=4[N:14]=[CH:15][N:16]=3)[CH:9]=[C:4]2[CH:3]=[N:2]1.[CH3:27][C@@H:28]1[CH2:33][O:32][CH2:31][CH2:30][NH:29]1, predict the reaction product. The product is: [CH3:27][C@@H:28]1[CH2:33][O:32][CH2:31][CH2:30][N:29]1[C:24]([C@H:22]1[CH2:21][CH2:20][C:19]2[C:12]3[C:11]([NH:10][C:8]4[CH:9]=[C:4]5[CH:3]=[N:2][NH:1][C:5]5=[N:6][CH:7]=4)=[N:16][CH:15]=[N:14][C:13]=3[S:17][C:18]=2[CH2:23]1)=[O:25]. (2) Given the reactants [Br:1][C:2]1[C:3]([O:11][CH3:12])=[C:4]([CH3:10])[C:5]([CH3:9])=[N+:6]([O-])[CH:7]=1.FC(F)(F)C(OC(=O)C(F)(F)F)=[O:16], predict the reaction product. The product is: [Br:1][C:2]1[C:3]([O:11][CH3:12])=[C:4]([CH3:10])[C:5]([CH2:9][OH:16])=[N:6][CH:7]=1. (3) Given the reactants Cl[C:2]1[C:11]2[N:12]=[CH:13][N:14]([CH2:15][C:16]([CH3:19])([CH3:18])[OH:17])[C:10]=2[C:9]2[CH:8]=[CH:7][CH:6]=[CH:5][C:4]=2[N:3]=1.[NH2:20][NH2:21].[N:22]([O-])=O.[Na+], predict the reaction product. The product is: [CH3:18][C:16]([CH3:19])([OH:17])[CH2:15][N:14]1[C:10]2[C:9]3[C:8](=[CH:7][CH:6]=[CH:5][CH:4]=3)[N:20]3[N:21]=[N:22][N:3]=[C:2]3[C:11]=2[N:12]=[CH:13]1. (4) Given the reactants N[C:2]1[C:10]2[C:9]3[CH:11]=[CH:12][CH:13]=[CH:14][C:8]=3[O:7][C:6]=2[C:5]([O:15][CH3:16])=[CH:4][CH:3]=1.N([O-])=O.[Na+].[S:21](=[O:23])=[O:22].[ClH:24], predict the reaction product. The product is: [CH3:16][O:15][C:5]1[C:6]2[O:7][C:8]3[CH:14]=[CH:13][CH:12]=[CH:11][C:9]=3[C:10]=2[C:2]([S:21]([Cl:24])(=[O:23])=[O:22])=[CH:3][CH:4]=1. (5) Given the reactants [NH2:1][C:2]1[CH:7]=[CH:6][CH:5]=[CH:4][C:3]=1[C:8]1[NH:9][C:10](=[O:26])[N:11]([CH:13]2[CH2:18][CH2:17][N:16]([CH2:19][C:20]3[CH:25]=[CH:24][CH:23]=[CH:22][CH:21]=3)[CH2:15][CH2:14]2)[CH:12]=1.[CH2:27]=O, predict the reaction product. The product is: [C:20]1([CH2:19][N:16]2[CH2:17][CH2:18][CH:13]([N:11]3[C:12]4[CH:27]=[N:1][C:2]5[CH:7]=[CH:6][CH:5]=[CH:4][C:3]=5[C:8]=4[NH:9][C:10]3=[O:26])[CH2:14][CH2:15]2)[CH:25]=[CH:24][CH:23]=[CH:22][CH:21]=1. (6) Given the reactants Br.Cl[C:3]1[CH:4]=[CH:5][C:6]2[N:7]([C:9]([NH2:12])=[N:10][N:11]=2)[N:8]=1.[CH2:13]([NH:15][CH2:16][CH3:17])[CH3:14], predict the reaction product. The product is: [CH2:13]([N:15]([CH2:16][CH3:17])[C:3]1[CH:4]=[CH:5][C:6]2[N:7]([C:9]([NH2:12])=[N:10][N:11]=2)[N:8]=1)[CH3:14]. (7) The product is: [CH3:25][C@@H:11]1[N:12]([C:15]([O:17][CH2:18][C:19]2[CH:24]=[CH:23][CH:22]=[CH:21][CH:20]=2)=[O:16])[CH2:13][CH2:14][N:9]([CH2:8][C:5]2[CH:6]=[CH:7][C:2]([CH:27]([C:28]([O:30][CH2:31][CH3:32])=[O:29])[C:26]([O:34][CH2:35][CH3:36])=[O:33])=[CH:3][CH:4]=2)[CH2:10]1. Given the reactants Br[C:2]1[CH:7]=[CH:6][C:5]([CH2:8][N:9]2[CH2:14][CH2:13][N:12]([C:15]([O:17][CH2:18][C:19]3[CH:24]=[CH:23][CH:22]=[CH:21][CH:20]=3)=[O:16])[C@@H:11]([CH3:25])[CH2:10]2)=[CH:4][CH:3]=1.[C:26]([O:34][CH2:35][CH3:36])(=[O:33])[CH2:27][C:28]([O:30][CH2:31][CH3:32])=[O:29].P([O-])([O-])([O-])=O.[K+].[K+].[K+].CC(P(C(C)(C)C)C1C=CC=CC=1C1C=CC=CC=1C)(C)C, predict the reaction product. (8) Given the reactants [CH2:1]([O:3][C:4](=[O:27])[CH2:5][C:6]1[CH:7]=[C:8]([C:13]2[CH:18]=[CH:17][C:16]([C:19]([F:22])([F:21])[F:20])=[CH:15][C:14]=2[CH2:23][NH:24][CH2:25][CH3:26])[CH:9]=[C:10]([Cl:12])[CH:11]=1)[CH3:2].[CH:28]1([C:31](Cl)=[O:32])[CH2:30][CH2:29]1, predict the reaction product. The product is: [CH2:1]([O:3][C:4](=[O:27])[CH2:5][C:6]1[CH:7]=[C:8]([C:13]2[CH:18]=[CH:17][C:16]([C:19]([F:20])([F:22])[F:21])=[CH:15][C:14]=2[CH2:23][N:24]([C:31]([CH:28]2[CH2:30][CH2:29]2)=[O:32])[CH2:25][CH3:26])[CH:9]=[C:10]([Cl:12])[CH:11]=1)[CH3:2]. (9) Given the reactants [CH3:1][O:2][C:3](=[O:38])[CH:4]([O:33][C:34]([CH3:37])([CH3:36])[CH3:35])[C:5]1[C:10]([CH3:11])=[CH:9][C:8]([N+:12]([O-:14])=[O:13])=[C:7](OS(C(F)(F)F)(=O)=O)[C:6]=1[C:23]1[CH:24]=[C:25]2[C:30](=[CH:31][CH:32]=1)[O:29][CH2:28][CH2:27][CH2:26]2.[CH:39]1([B-](F)(F)F)[CH2:41][CH2:40]1.[K+].O.P([O-])([O-])([O-])=O.[K+].[K+].[K+], predict the reaction product. The product is: [CH3:1][O:2][C:3](=[O:38])[CH:4]([O:33][C:34]([CH3:35])([CH3:37])[CH3:36])[C:5]1[C:10]([CH3:11])=[CH:9][C:8]([N+:12]([O-:14])=[O:13])=[C:7]([CH:39]2[CH2:41][CH2:40]2)[C:6]=1[C:23]1[CH:24]=[C:25]2[C:30](=[CH:31][CH:32]=1)[O:29][CH2:28][CH2:27][CH2:26]2. (10) Given the reactants C([Li])CCC.CC1(C)CCCC(C)(C)N1.[Br:16][C:17]1[CH:25]=[CH:24][C:20]([C:21]([OH:23])=[O:22])=[CH:19][N:18]=1.[I:26]I, predict the reaction product. The product is: [Br:16][C:17]1[CH:25]=[C:24]([I:26])[C:20]([C:21]([OH:23])=[O:22])=[CH:19][N:18]=1.